Dataset: Full USPTO retrosynthesis dataset with 1.9M reactions from patents (1976-2016). Task: Predict the reactants needed to synthesize the given product. (1) Given the product [N:25]1[C:1]2[C:7](=[CH:8][CH:9]=[C:11]3[CH:12]=[CH:13][CH:14]=[CH:15][C:16]3=2)[CH:30]=[N:26][CH:18]=1, predict the reactants needed to synthesize it. The reactants are: [C:1]1([CH:7]=[CH:8][C:9]([C:11]2[CH:16]=[CH:15][CH:14]=[CH:13][CH:12]=2)=O)C=CC=CC=1.Cl.[C:18]([NH2:26])(=[NH:25])C1C=CC=CC=1.[OH-].[Na+].Cl[C:30]1C(=O)C(C#N)=C(C#N)C(=O)C=1Cl. (2) Given the product [C:26]([O:30][C:31]([N:33]1[CH2:38][CH2:37][CH:36]([CH2:39][NH:40][C:41](=[O:44])[CH2:42][NH:43][C:15](=[O:16])[C:14]2[CH:18]=[CH:19][C:11]([S:8](=[O:10])(=[O:9])[NH:7][C:2]3[CH:3]=[CH:4][CH:5]=[CH:6][C:1]=3[C:20]3[CH:21]=[CH:22][CH:23]=[CH:24][CH:25]=3)=[CH:12][CH:13]=2)[CH2:35][CH2:34]1)=[O:32])([CH3:29])([CH3:27])[CH3:28], predict the reactants needed to synthesize it. The reactants are: [C:1]1([C:20]2[CH:25]=[CH:24][CH:23]=[CH:22][CH:21]=2)[CH:6]=[CH:5][CH:4]=[CH:3][C:2]=1[NH:7][S:8]([C:11]1[CH:19]=[CH:18][C:14]([C:15](O)=[O:16])=[CH:13][CH:12]=1)(=[O:10])=[O:9].[C:26]([O:30][C:31]([N:33]1[CH2:38][CH2:37][CH:36]([CH2:39][NH:40][C:41](=[O:44])[CH2:42][NH2:43])[CH2:35][CH2:34]1)=[O:32])([CH3:29])([CH3:28])[CH3:27]. (3) Given the product [CH:1]1([C:4]2[C:5]([C:10]([O:12][CH3:14])=[O:11])=[N:6][CH:7]=[CH:8][CH:9]=2)[CH2:2][CH2:3]1, predict the reactants needed to synthesize it. The reactants are: [CH:1]1([C:4]2[C:5]([C:10]([OH:12])=[O:11])=[N:6][CH:7]=[CH:8][CH:9]=2)[CH2:3][CH2:2]1.Cl.[CH3:14]O. (4) Given the product [SH:13][C:12]1[NH:9][C:5]2[CH:6]=[C:7]([CH3:8])[C:2]([CH3:1])=[CH:3][C:4]=2[N:10]=1, predict the reactants needed to synthesize it. The reactants are: [CH3:1][C:2]1[C:7]([CH3:8])=[CH:6][C:5]([NH2:9])=[C:4]([NH2:10])[CH:3]=1.O(CC)[C:12]([S-])=[S:13].[K+].C(O)C.C. (5) Given the product [CH:1]([O:4][C:5]([O:7][C:8]1[CH:16]=[CH:15][CH:14]=[CH:13][C:9]=1[C:10]([Cl:19])=[O:11])=[O:6])([CH3:3])[CH3:2], predict the reactants needed to synthesize it. The reactants are: [CH:1]([O:4][C:5]([O:7][C:8]1[CH:16]=[CH:15][CH:14]=[CH:13][C:9]=1[C:10](O)=[O:11])=[O:6])([CH3:3])[CH3:2].S(Cl)([Cl:19])=O. (6) The reactants are: [Cl-].[F:2][C:3]1[CH:28]=[CH:27][C:6]([CH2:7][P+](C2C=CC=CC=2)(C2C=CC=CC=2)C2C=CC=CC=2)=[CH:5][CH:4]=1.[H-].[Na+].[C:31]([O:35][C:36]([N:38]1[CH:43]2[CH2:44][CH2:45][CH:39]1[CH2:40][C:41](=O)[CH2:42]2)=[O:37])([CH3:34])([CH3:33])[CH3:32]. Given the product [C:31]([O:35][C:36]([N:38]1[CH:39]2[CH2:45][CH2:44][CH:43]1[CH2:42][C:41](=[CH:7][C:6]1[CH:5]=[CH:4][C:3]([F:2])=[CH:28][CH:27]=1)[CH2:40]2)=[O:37])([CH3:34])([CH3:32])[CH3:33], predict the reactants needed to synthesize it. (7) Given the product [Cl:1][C:2]1[CH:7]=[C:6]([N+:8]([O-:10])=[O:9])[CH:5]=[C:4]([CH2:11][S:12]([CH3:13])=[O:15])[CH:3]=1, predict the reactants needed to synthesize it. The reactants are: [Cl:1][C:2]1[CH:7]=[C:6]([N+:8]([O-:10])=[O:9])[CH:5]=[C:4]([CH2:11][S:12][CH3:13])[CH:3]=1.I([O-])(=O)(=O)=[O:15].[Na+]. (8) Given the product [CH3:38][O:39][C:12](=[O:34])[CH2:17][CH2:16][NH:18][C:7](=[O:9])[C:6]1[CH:5]=[CH:4][C:3]([CH:1]=[O:2])=[CH:11][CH:10]=1, predict the reactants needed to synthesize it. The reactants are: [CH:1]([C:3]1[CH:11]=[CH:10][C:6]([C:7]([OH:9])=O)=[CH:5][CH:4]=1)=[O:2].[CH:12]1[CH:12]=[CH:17][C:16]2[N:18](O)N=[N:18][C:16]=2[CH:17]=1.Cl.CN(C)CCCN=C=NCC.[OH2:34].CN([CH:38]=[O:39])C. (9) Given the product [C:1]([O:5][C:6]([N:8]([CH3:28])[C@@H:9]1[CH2:14][CH2:13][CH2:12][N:11]([C:15]([O:17][CH2:18][C:19]2[CH:24]=[CH:23][CH:22]=[CH:21][CH:20]=2)=[O:16])[C@H:10]1[CH3:25])=[O:7])([CH3:4])([CH3:2])[CH3:3], predict the reactants needed to synthesize it. The reactants are: [C:1]([O:5][C:6]([NH:8][C@@H:9]1[CH2:14][CH2:13][CH2:12][N:11]([C:15]([O:17][CH2:18][C:19]2[CH:24]=[CH:23][CH:22]=[CH:21][CH:20]=2)=[O:16])[C@H:10]1[CH3:25])=[O:7])([CH3:4])([CH3:3])[CH3:2].[H-].[Na+].[CH3:28]I.CO.